The task is: Predict the product of the given reaction.. This data is from Forward reaction prediction with 1.9M reactions from USPTO patents (1976-2016). (1) The product is: [N:14]1[C:13]2[C:15]3[CH:23]=[CH:22][CH:21]=[CH:20][C:16]=3[O:17][CH2:18][CH2:19][C:12]=2[S:11][C:10]=1[NH:9][CH2:8][CH:5]1[CH2:6][CH2:7][CH:2]([NH:1][C:24](=[O:27])[CH2:25][CH3:26])[CH2:3][CH2:4]1. Given the reactants [NH2:1][CH:2]1[CH2:7][CH2:6][CH:5]([CH2:8][NH:9][C:10]2[S:11][C:12]3[CH2:19][CH2:18][O:17][C:16]4[CH:20]=[CH:21][CH:22]=[CH:23][C:15]=4[C:13]=3[N:14]=2)[CH2:4][CH2:3]1.[C:24](Cl)(=[O:27])[CH2:25][CH3:26].O, predict the reaction product. (2) Given the reactants [Cl:1][C:2]1[CH:3]=[C:4]([NH:15][C:16]2[C:25]3[C:20](=[CH:21][C:22]4[CH:29]=[C:28]([OH:30])[C:27]([O:31][CH3:32])=[CH:26][C:23]=4[CH:24]=3)[N:19]=[CH:18][C:17]=2[C:33]#[N:34])[CH:5]=[CH:6][C:7]=1[S:8][C:9]1[N:10]([CH3:14])[CH:11]=[CH:12][N:13]=1.C1(C)C=CC(S(O[CH2:45][CH2:46][Cl:47])(=O)=O)=CC=1.C(=O)([O-])[O-].[Cs+].[Cs+], predict the reaction product. The product is: [Cl:47][CH2:46][CH2:45][O:30][C:28]1[C:27]([O:31][CH3:32])=[CH:26][C:23]2[CH:24]=[C:25]3[C:20](=[CH:21][C:22]=2[CH:29]=1)[N:19]=[CH:18][C:17]([C:33]#[N:34])=[C:16]3[NH:15][C:4]1[CH:5]=[CH:6][C:7]([S:8][C:9]2[N:10]([CH3:14])[CH:11]=[CH:12][N:13]=2)=[C:2]([Cl:1])[CH:3]=1. (3) Given the reactants Cl.[NH2:2][CH2:3][C:4](=O)[CH2:5][CH:6]([CH3:8])[CH3:7].[S-:10][C:11]#[N:12].[K+], predict the reaction product. The product is: [CH2:5]([C:4]1[N:12]=[C:11]([SH:10])[NH:2][CH:3]=1)[CH:6]([CH3:8])[CH3:7].